This data is from Reaction yield outcomes from USPTO patents with 853,638 reactions. The task is: Predict the reaction yield, written as a fraction of the theoretical maximum amount of product (1.0 means a 100% yield; for example, 0.34 means a 34% yield). (1) The reactants are [CH2:1]([N:8]1[C:17]2[C:16]3[CH:18]=[CH:19][CH:20]=[CH:21][C:15]=3[N:14](C(C3C=CC=CC=3)=O)[CH2:13][CH2:12][C:11]=2[N:10]=[C:9]1[CH3:30])[C:2]1[CH:7]=[CH:6][CH:5]=[CH:4][CH:3]=1.Cl. The catalyst is CO. The product is [CH2:1]([N:8]1[C:17]2[C:16]3[CH:18]=[CH:19][CH:20]=[CH:21][C:15]=3[NH:14][CH2:13][CH2:12][C:11]=2[N:10]=[C:9]1[CH3:30])[C:2]1[CH:3]=[CH:4][CH:5]=[CH:6][CH:7]=1. The yield is 0.780. (2) The reactants are [CH3:1][C:2]1[O:8][CH:7]=[C:6]([OH:9])[C:4](=[O:5])[CH:3]=1.CN(C)C.[C:14](OC(=O)C)(=[O:16])[CH3:15]. The catalyst is C1COCC1. The product is [C:14]([O:9][C:6]1[C:4](=[O:5])[CH:3]=[C:2]([CH3:1])[O:8][CH:7]=1)(=[O:16])[CH3:15]. The yield is 0.810. (3) The reactants are [Cl:1][C:2]1[C:3]([O:30][C@H:31]2[CH2:35][CH2:34][CH2:33][C@@H:32]2[C:36]2[N:40]([CH3:41])[N:39]=[CH:38][CH:37]=2)=[CH:4][C:5]([F:29])=[C:6]([S:8]([N:11](CC2C=CC(OC)=CC=2OC)[C:12]2[CH:17]=[CH:16][N:15]=[CH:14][N:13]=2)(=[O:10])=[O:9])[CH:7]=1.C([SiH](CC)CC)C.FC(F)(F)C(O)=O. The product is [Cl:1][C:2]1[C:3]([O:30][C@H:31]2[CH2:35][CH2:34][CH2:33][C@@H:32]2[C:36]2[N:40]([CH3:41])[N:39]=[CH:38][CH:37]=2)=[CH:4][C:5]([F:29])=[C:6]([S:8]([NH:11][C:12]2[CH:17]=[CH:16][N:15]=[CH:14][N:13]=2)(=[O:10])=[O:9])[CH:7]=1. The yield is 0.510. The catalyst is ClCCl. (4) The reactants are [CH2:1]([C:8]1[CH:17]=[N:16][C:15]2[C:10](=[CH:11][CH:12]=[CH:13][CH:14]=2)[N:9]=1)[C:2]1[CH:7]=[CH:6][CH:5]=[CH:4][CH:3]=1. The catalyst is C1(C)C=CC=CC=1. The product is [CH2:1]([C@H:8]1[CH2:17][NH:16][C:15]2[C:10](=[CH:11][CH:12]=[CH:13][CH:14]=2)[NH:9]1)[C:2]1[CH:3]=[CH:4][CH:5]=[CH:6][CH:7]=1. The yield is 0.970. (5) The reactants are [CH2:1]([NH:3][C:4]([C:6]1[CH:7]=[CH:8][C:9]2[C:10](=[C:21]3[CH2:26][CH2:25][NH:24][CH2:23][CH2:22]3)[C:11]3[C:16]([O:17][C:18]=2[CH:19]=1)=[C:15]([OH:20])[CH:14]=[CH:13][CH:12]=3)=[O:5])[CH3:2]. The catalyst is C(O)(=O)C.[Pd]. The product is [CH2:1]([NH:3][C:4]([C:6]1[CH:7]=[CH:8][C:9]2[CH:10]([CH:21]3[CH2:26][CH2:25][NH:24][CH2:23][CH2:22]3)[C:11]3[C:16]([O:17][C:18]=2[CH:19]=1)=[C:15]([OH:20])[CH:14]=[CH:13][CH:12]=3)=[O:5])[CH3:2]. The yield is 0.250. (6) The reactants are [OH:1][C:2]1[CH:9]=[CH:8][C:5]([CH:6]=O)=[C:4]([O:10][CH3:11])[CH:3]=1.[NH:12]1[CH2:17][CH2:16][CH2:15][CH2:14][CH2:13]1.C(O[BH-](OC(=O)C)OC(=O)C)(=O)C.[Na+]. The catalyst is C(Cl)Cl.CC(C)[O-].[Ti+4].CC(C)[O-].CC(C)[O-].CC(C)[O-]. The product is [CH3:11][O:10][C:4]1[CH:3]=[C:2]([OH:1])[CH:9]=[CH:8][C:5]=1[CH2:6][N:12]1[CH2:17][CH2:16][CH2:15][CH2:14][CH2:13]1. The yield is 0.300. (7) The reactants are CC(C)([O-])C.[K+].C1COCC1.[CH2:12]([N:19]([CH2:28][C:29]([O:31]C)=O)[CH:20]([CH3:27])[CH2:21][C:22]([O:24][CH2:25][CH3:26])=[O:23])[C:13]1[CH:18]=[CH:17][CH:16]=[CH:15][CH:14]=1.Cl.C(=O)([O-])[O-].[Na+].[Na+]. The catalyst is C1(C)C=CC=CC=1. The product is [CH2:12]([N:19]1[CH2:28][C:29](=[O:31])[CH:21]([C:22]([O:24][CH2:25][CH3:26])=[O:23])[CH:20]1[CH3:27])[C:13]1[CH:18]=[CH:17][CH:16]=[CH:15][CH:14]=1. The yield is 0.830. (8) The reactants are [F:1][C:2]1[CH:3]=[C:4]([S:8]([NH2:11])(=[O:10])=[O:9])[CH:5]=[CH:6][CH:7]=1.[Cl:12][C:13]1[C:22](Cl)=[N:21][C:20]2[C:15](=[CH:16][CH:17]=[CH:18][CH:19]=2)[N:14]=1.C([O-])([O-])=O.[K+].[K+]. The catalyst is CN(C=O)C. The product is [Cl:12][C:13]1[C:22]([NH:11][S:8]([C:4]2[CH:5]=[CH:6][CH:7]=[C:2]([F:1])[CH:3]=2)(=[O:9])=[O:10])=[N:21][C:20]2[C:15]([N:14]=1)=[CH:16][CH:17]=[CH:18][CH:19]=2. The yield is 0.830.